This data is from Catalyst prediction with 721,799 reactions and 888 catalyst types from USPTO. The task is: Predict which catalyst facilitates the given reaction. (1) The catalyst class is: 10. Product: [CH2:23]([N:11]1[CH2:12][CH2:13][C:9]([C:4]2[CH:5]=[C:6]([F:8])[CH:7]=[C:2]([Cl:1])[CH:3]=2)([O:14][CH3:15])[CH2:10]1)[CH2:24][CH2:25][CH3:26]. Reactant: [Cl:1][C:2]1[CH:3]=[C:4]([C:9]2([O:14][CH3:15])[CH2:13][CH2:12][NH:11][CH2:10]2)[CH:5]=[C:6]([F:8])[CH:7]=1.C(=O)([O-])[O-].[K+].[K+].Br[CH2:23][CH2:24][CH2:25][CH3:26]. (2) Reactant: [C:1]([O:5][C:6](=[O:31])[NH:7][CH:8]1[CH2:13][CH2:12][CH:11]([NH:14][C:15]([C:17]2[C:18]([NH:24][CH:25]3[CH2:30][CH2:29][S:28][CH2:27][CH2:26]3)=[N:19][CH:20]=[C:21]([CH3:23])[CH:22]=2)=[O:16])[CH2:10][CH2:9]1)([CH3:4])([CH3:3])[CH3:2].[C:32](N1C=CN=C1)(N1C=CN=C1)=[O:33].[H-].[Na+]. Product: [CH3:23][C:21]1[CH:20]=[N:19][C:18]2[N:24]([CH:25]3[CH2:26][CH2:27][S:28][CH2:29][CH2:30]3)[C:32](=[O:33])[N:14]([C@@H:11]3[CH2:10][CH2:9][C@H:8]([NH:7][C:6](=[O:31])[O:5][C:1]([CH3:4])([CH3:2])[CH3:3])[CH2:13][CH2:12]3)[C:15](=[O:16])[C:17]=2[CH:22]=1. The catalyst class is: 37. (3) Reactant: [CH2:1]([O:3][CH:4]([O:16][CH2:17][CH3:18])[C:5](=[O:15])[C:6]([C:8]1[CH:13]=[CH:12][C:11](F)=[CH:10][CH:9]=1)=[O:7])[CH3:2].[NH:19]1[CH2:24][CH2:23][O:22][CH2:21][CH2:20]1. Product: [CH2:1]([O:3][CH:4]([O:16][CH2:17][CH3:18])[C:5](=[O:15])[C:6]([C:8]1[CH:13]=[CH:12][C:11]([N:19]2[CH2:24][CH2:23][O:22][CH2:21][CH2:20]2)=[CH:10][CH:9]=1)=[O:7])[CH3:2]. The catalyst class is: 16. (4) Reactant: [F:1][CH:2]([F:35])[C:3]1[N:7]([C:8]2[N:13]=[C:12]3[N:14]([CH:17]4[CH2:22][CH2:21][NH:20][CH2:19][CH2:18]4)[N:15]=[CH:16][C:11]3=[C:10]([N:23]3[CH2:28][CH2:27][O:26][CH2:25][CH2:24]3)[N:9]=2)[C:6]2[CH:29]=[CH:30][CH:31]=[C:32]([O:33][CH3:34])[C:5]=2[N:4]=1.C([O-])([O-])=O.[K+].[K+].[Cl:42][CH2:43][S:44](Cl)(=[O:46])=[O:45]. Product: [Cl:42][CH2:43][S:44]([N:20]1[CH2:21][CH2:22][CH:17]([N:14]2[C:12]3=[N:13][C:8]([N:7]4[C:6]5[CH:29]=[CH:30][CH:31]=[C:32]([O:33][CH3:34])[C:5]=5[N:4]=[C:3]4[CH:2]([F:1])[F:35])=[N:9][C:10]([N:23]4[CH2:24][CH2:25][O:26][CH2:27][CH2:28]4)=[C:11]3[CH:16]=[N:15]2)[CH2:18][CH2:19]1)(=[O:46])=[O:45]. The catalyst class is: 34. (5) Reactant: C(=O)([O-])[O-].[K+].[K+].F[C:8]1[CH:13]=[C:12]([F:14])[CH:11]=[CH:10][C:9]=1[C:15]([C:17]1[CH:22]=[CH:21][C:20]([O:23][CH3:24])=[CH:19][C:18]=1[OH:25])=[O:16].O. Product: [F:14][C:12]1[CH:13]=[CH:8][C:9]2[C:15](=[O:16])[C:17]3[C:18]([O:25][C:10]=2[CH:11]=1)=[CH:19][C:20]([O:23][CH3:24])=[CH:21][CH:22]=3. The catalyst class is: 9. (6) Reactant: [C:1]([C:4]1[C:12]2[S:11][C:10](=[O:13])[NH:9][C:8]=2[C:7]([OH:14])=[CH:6][CH:5]=1)(=[O:3])[CH3:2].CN(C=O)C.C(N(CC)C(C)C)(C)C.[CH2:29](Br)[C:30]1[CH:35]=[CH:34][CH:33]=[CH:32][CH:31]=1. Product: [C:1]([C:4]1[C:12]2[S:11][C:10](=[O:13])[NH:9][C:8]=2[C:7]([O:14][CH2:29][C:30]2[CH:35]=[CH:34][CH:33]=[CH:32][CH:31]=2)=[CH:6][CH:5]=1)(=[O:3])[CH3:2]. The catalyst class is: 20. (7) Reactant: Br[C:2]1[C:3]2[N:4]([CH:20]=[N:21][N:22]=2)[C:5]([NH:8][CH2:9][C:10]2[C:15]3[CH:16]=[CH:17][O:18][C:14]=3[CH:13]=[CH:12][C:11]=2[F:19])=[N:6][CH:7]=1.[CH3:23][C:24]1[C:29](B2OC(C)(C)C(C)(C)O2)=[CH:28][CH:27]=[CH:26][N:25]=1.C([O-])(O)=O.[Na+].O. Product: [F:19][C:11]1[CH:12]=[CH:13][C:14]2[O:18][CH:17]=[CH:16][C:15]=2[C:10]=1[CH2:9][NH:8][C:5]1[N:4]2[CH:20]=[N:21][N:22]=[C:3]2[C:2]([C:29]2[C:24]([CH3:23])=[N:25][CH:26]=[CH:27][CH:28]=2)=[CH:7][N:6]=1. The catalyst class is: 75.